Dataset: Forward reaction prediction with 1.9M reactions from USPTO patents (1976-2016). Task: Predict the product of the given reaction. (1) Given the reactants [C:1]([O:6]CC)(=O)[CH:2]([CH3:4])[OH:3].[NH2:9][C:10]([CH3:14])([CH3:13])[CH2:11][OH:12], predict the reaction product. The product is: [C:1]([NH:9][C:10]([CH3:14])([CH3:13])[CH2:11][OH:12])(=[O:6])[CH:2]([CH3:4])[OH:3]. (2) Given the reactants Cl[O-].[Na+].[CH2:4]1[C:12]2[C:7](=[CH:8][C:9]([C:13](=[O:15])C)=[CH:10][CH:11]=2)[CH2:6][CH2:5]1.S(=O)(O)[O-:17].[Na+].Cl, predict the reaction product. The product is: [CH2:4]1[C:12]2[C:7](=[CH:8][C:9]([C:13]([OH:15])=[O:17])=[CH:10][CH:11]=2)[CH2:6][CH2:5]1.